Dataset: Reaction yield outcomes from USPTO patents with 853,638 reactions. Task: Predict the reaction yield, written as a fraction of the theoretical maximum amount of product (1.0 means a 100% yield; for example, 0.34 means a 34% yield). (1) The reactants are Br[C:2]1[N:10]([CH2:11][C:12]2[CH:17]=[CH:16][C:15]([Cl:18])=[CH:14][CH:13]=2)[C:9]2[C:8](=[O:19])[N:7]([CH2:20][CH2:21][CH2:22][OH:23])[C:6](=[O:24])[N:5]([CH3:25])[C:4]=2[N:3]=1.[Cl:26][C:27]1[CH:28]=[C:29]([OH:38])[CH:30]=[C:31]([O:33][C:34]([F:37])([F:36])[F:35])[CH:32]=1.C(=O)([O-])[O-].[K+].[K+]. The catalyst is CN(C=O)C. The product is [Cl:26][C:27]1[CH:28]=[C:29]([CH:30]=[C:31]([O:33][C:34]([F:35])([F:36])[F:37])[CH:32]=1)[O:38][C:2]1[N:10]([CH2:11][C:12]2[CH:17]=[CH:16][C:15]([Cl:18])=[CH:14][CH:13]=2)[C:9]2[C:8](=[O:19])[N:7]([CH2:20][CH2:21][CH2:22][OH:23])[C:6](=[O:24])[N:5]([CH3:25])[C:4]=2[N:3]=1. The yield is 0.535. (2) The reactants are CS(O[CH2:6][C@@H:7]1[CH2:12][CH2:11][CH2:10][CH2:9][C@H:8]1[C:13]([O:15][CH3:16])=[O:14])(=O)=O.[N-:17]=[N+:18]=[N-:19].[Na+]. The catalyst is CN(C=O)C.O. The product is [N:17]([CH2:6][C@@H:7]1[CH2:12][CH2:11][CH2:10][CH2:9][C@H:8]1[C:13]([O:15][CH3:16])=[O:14])=[N+:18]=[N-:19]. The yield is 1.00. (3) The reactants are Br[C:2]1[CH:7]=[CH:6][CH:5]=[C:4]([Br:8])[C:3]=1[CH3:9].[C:10](=[O:12])=[O:11]. The yield is 0.634. The product is [Br:8][C:4]1[C:3]([CH3:9])=[C:2]([CH:7]=[CH:6][CH:5]=1)[C:10]([OH:12])=[O:11]. The catalyst is C1COCC1.[Li]C(C)(C)C. (4) The reactants are N1C=C2C(N=CN2)=NC=1.[Cl:10][C:11]1[N:19]=[C:18]2[C:14]([NH:15][CH:16]=[N:17]2)=[C:13]([Cl:20])[N:12]=1.[CH3:21][C:22]1[CH:27]=[CH:26][C:25](B(O)O)=[CH:24][CH:23]=1.C(N(CC)CC)C. The catalyst is ClCCl. The product is [Cl:10][C:11]1[N:19]=[C:18]2[C:14]([N:15]=[CH:16][N:17]2[C:25]2[CH:26]=[CH:27][C:22]([CH3:21])=[CH:23][CH:24]=2)=[C:13]([Cl:20])[N:12]=1. The yield is 0.470. (5) The reactants are [Cl:1][C:2]1[S:6][C:5]([C:7]2[N:11]([C:12]3[CH:17]=[CH:16][C:15]([Cl:18])=[CH:14][C:13]=3[Cl:19])[N:10]=[C:9]([C:20](Cl)=[O:21])[C:8]=2[CH3:23])=[CH:4][CH:3]=1.[N:24]1([C:30](=[O:32])[CH3:31])[CH2:29][CH2:28][CH2:27][CH2:26][CH2:25]1.C[Si]([N-][Si](C)(C)C)(C)C.[Li+]. No catalyst specified. The product is [Cl:1][C:2]1[S:6][C:5]([C:7]2[N:11]([C:12]3[CH:17]=[CH:16][C:15]([Cl:18])=[CH:14][C:13]=3[Cl:19])[N:10]=[C:9]([C:20](=[O:21])[CH2:31][C:30]([N:24]3[CH2:29][CH2:28][CH2:27][CH2:26][CH2:25]3)=[O:32])[C:8]=2[CH3:23])=[CH:4][CH:3]=1. The yield is 0.410. (6) The reactants are [CH3:1][C:2]1[CH:3]=[C:4]([CH:8]=[CH:9][C:10]=1[C:11]1[S:12][CH:13]=[C:14]([CH3:16])[N:15]=1)[C:5]([OH:7])=[O:6].C(O)(=O)C.[Br:21]Br.S(=O)(O)[O-].[Na+]. No catalyst specified. The product is [Br:21][C:13]1[S:12][C:11]([C:10]2[CH:9]=[CH:8][C:4]([C:5]([OH:7])=[O:6])=[CH:3][C:2]=2[CH3:1])=[N:15][C:14]=1[CH3:16]. The yield is 0.870.